This data is from Full USPTO retrosynthesis dataset with 1.9M reactions from patents (1976-2016). The task is: Predict the reactants needed to synthesize the given product. (1) Given the product [NH:1]1[C:5]2[CH:6]=[CH:7][CH:8]=[CH:9][C:4]=2[N:3]=[C:2]1[CH:10]([OH:11])[C:12]1[CH:13]=[CH:14][C:15]([O:16][C:17]2[C:22]([CH:23]3[CH2:28][CH2:27][N:26]([C:29](=[O:31])[CH3:30])[CH2:25][CH2:24]3)=[CH:21][CH:20]=[CH:19][N:18]=2)=[CH:32][CH:33]=1, predict the reactants needed to synthesize it. The reactants are: [NH:1]1[C:5]2[CH:6]=[CH:7][CH:8]=[CH:9][C:4]=2[N:3]=[C:2]1[C:10]([C:12]1[CH:33]=[CH:32][C:15]([O:16][C:17]2[C:22]([C:23]3[CH2:28][CH2:27][N:26]([C:29](=[O:31])[CH3:30])[CH2:25][CH:24]=3)=[CH:21][CH:20]=[CH:19][N:18]=2)=[CH:14][CH:13]=1)=[O:11].C(O)(=O)C. (2) Given the product [C:1]([O:5][C:6](=[O:23])[NH:7][C@@H:8]([C:16]1[CH:21]=[CH:20][C:19]([O:22][CH2:25][CH2:26][OH:27])=[CH:18][CH:17]=1)[C:9](=[O:15])[N:10]1[CH2:11][CH2:12][CH2:13][CH2:14]1)([CH3:4])([CH3:2])[CH3:3], predict the reactants needed to synthesize it. The reactants are: [C:1]([O:5][C:6](=[O:23])[NH:7][C@@H:8]([C:16]1[CH:21]=[CH:20][C:19]([OH:22])=[CH:18][CH:17]=1)[C:9](=[O:15])[N:10]1[CH2:14][CH2:13][CH2:12][CH2:11]1)([CH3:4])([CH3:3])[CH3:2].Br[CH2:25][CH2:26][OH:27].C(=O)([O-])[O-].[K+].[K+].ClCCl.